This data is from Peptide-MHC class I binding affinity with 185,985 pairs from IEDB/IMGT. The task is: Regression. Given a peptide amino acid sequence and an MHC pseudo amino acid sequence, predict their binding affinity value. This is MHC class I binding data. (1) The peptide sequence is KGNVSALVK. The MHC is HLA-A11:01 with pseudo-sequence HLA-A11:01. The binding affinity (normalized) is 0.518. (2) The peptide sequence is YSDGNLHLL. The MHC is HLA-A23:01 with pseudo-sequence HLA-A23:01. The binding affinity (normalized) is 0.228. (3) The peptide sequence is ASAFFGMSR. The MHC is HLA-A03:01 with pseudo-sequence HLA-A03:01. The binding affinity (normalized) is 0.255. (4) The peptide sequence is IPQSLHSWWTSL. The MHC is H-2-Ld with pseudo-sequence H-2-Ld. The binding affinity (normalized) is 0.963. (5) The peptide sequence is LPGCSFSIF. The MHC is H-2-Ld with pseudo-sequence H-2-Ld. The binding affinity (normalized) is 0.642.